Dataset: Forward reaction prediction with 1.9M reactions from USPTO patents (1976-2016). Task: Predict the product of the given reaction. (1) Given the reactants [Cl:1][C:2]1[N:7]=[C:6]([NH2:8])[C:5]([NH2:9])=[CH:4][CH:3]=1.S(=O)(=O)(O)O.[N:15]([O-])=O.[Na+], predict the reaction product. The product is: [Cl:1][C:2]1[N:7]=[C:6]2[N:8]=[N:15][NH:9][C:5]2=[CH:4][CH:3]=1. (2) Given the reactants [C:1]1([S:7]([N:10]2[C:14]3=[N:15][CH:16]=[C:17]([O:19][CH3:20])[CH:18]=[C:13]3[CH:12]=[C:11]2[C:21](OS(C2C=CC(C)=CC=2)(=O)=O)=[CH:22][CH:23]2[CH2:28][CH2:27][O:26][CH2:25][CH2:24]2)(=[O:9])=[O:8])[CH:6]=[CH:5][CH:4]=[CH:3][CH:2]=1.[CH3:40][S:41]([C:44]1[CH:49]=[CH:48][C:47](B(O)O)=[CH:46][CH:45]=1)(=[O:43])=[O:42].C(=O)([O-])[O-].[Na+].[Na+], predict the reaction product. The product is: [C:1]1([S:7]([N:10]2[C:14]3=[N:15][CH:16]=[C:17]([O:19][CH3:20])[CH:18]=[C:13]3[CH:12]=[C:11]2[C:21]([C:47]2[CH:48]=[CH:49][C:44]([S:41]([CH3:40])(=[O:43])=[O:42])=[CH:45][CH:46]=2)=[CH:22][CH:23]2[CH2:28][CH2:27][O:26][CH2:25][CH2:24]2)(=[O:9])=[O:8])[CH:2]=[CH:3][CH:4]=[CH:5][CH:6]=1. (3) Given the reactants Br[Si](C)(C)C.[F:6][C:7]([F:40])([C:18]([F:39])([F:38])[C:19]([F:37])([F:36])[C:20]([F:35])([F:34])[C:21]([F:33])([F:32])[C:22]([F:31])([F:30])[C:23]([F:29])([F:28])[C:24]([F:27])([F:26])[F:25])[CH2:8][CH2:9][P:10](=[O:17])([O:14]CC)[O:11]CC, predict the reaction product. The product is: [F:40][C:7]([F:6])([C:18]([F:38])([F:39])[C:19]([F:36])([F:37])[C:20]([F:34])([F:35])[C:21]([F:32])([F:33])[C:22]([F:30])([F:31])[C:23]([F:29])([F:28])[C:24]([F:27])([F:26])[F:25])[CH2:8][CH2:9][P:10](=[O:11])([OH:17])[OH:14]. (4) The product is: [CH3:1][O:2][C:3](=[O:20])[CH:4]([O:17][CH2:18][CH3:19])[CH2:5][C:6]1[C:15]2[CH2:14][CH2:13][CH2:12][CH2:11][C:10]=2[C:9]([O:16][CH2:40][CH2:21][C:22]2[S:26][C:25]([C:27]3[CH:28]=[CH:29][C:30]([C:33]([F:34])([F:35])[F:36])=[CH:31][CH:32]=3)=[N:24][C:23]=2[CH3:37])=[CH:8][CH:7]=1. Given the reactants [CH3:1][O:2][C:3](=[O:20])[CH:4]([O:17][CH2:18][CH3:19])[CH2:5][C:6]1[C:15]2[CH2:14][CH2:13][CH2:12][CH2:11][C:10]=2[C:9]([OH:16])=[CH:8][CH:7]=1.[CH3:21][C:22]1[S:26][C:25]([C:27]2[CH:32]=[CH:31][C:30]([C:33]([F:36])([F:35])[F:34])=[CH:29][CH:28]=2)=[N:24][C:23]=1[CH2:37]CO.[C:40]1(P(C2C=CC=CC=2)C2C=CC=CC=2)C=CC=CC=1.N(C(OC(C)(C)C)=O)=NC(OC(C)(C)C)=O, predict the reaction product. (5) Given the reactants [Br:1][C:2]1[CH:10]=[C:9]2[C:5]([CH:6]=[CH:7][NH:8]2)=[CH:4][CH:3]=1.[H-].[Na+].I[CH3:14], predict the reaction product. The product is: [Br:1][C:2]1[CH:10]=[C:9]2[C:5]([CH:6]=[CH:7][N:8]2[CH3:14])=[CH:4][CH:3]=1. (6) Given the reactants [NH2:1][C:2]1[S:3][C:4]([CH2:11][CH2:12][CH3:13])=[CH:5][C:6]=1[C:7]([O:9]C)=O.Cl[C:15](Cl)([O:17]C(=O)OC(Cl)(Cl)Cl)Cl.C(N(CC)CC)C.[CH3:33][O:34][C:35]1[CH:40]=[C:39]([O:41][CH3:42])[CH:38]=[CH:37][C:36]=1[CH2:43][NH2:44], predict the reaction product. The product is: [CH3:33][O:34][C:35]1[CH:40]=[C:39]([O:41][CH3:42])[CH:38]=[CH:37][C:36]=1[CH2:43][N:44]1[C:7](=[O:9])[C:6]2[CH:5]=[C:4]([CH2:11][CH2:12][CH3:13])[S:3][C:2]=2[NH:1][C:15]1=[O:17].